From a dataset of Forward reaction prediction with 1.9M reactions from USPTO patents (1976-2016). Predict the product of the given reaction. (1) Given the reactants F[C:2]1[CH:3]=[C:4]([CH:7]=[C:8]([O:10][C:11]2[CH:16]=[CH:15][C:14]([S:17]([CH3:20])(=[O:19])=[O:18])=[CH:13][CH:12]=2)[CH:9]=1)[C:5]#[N:6].[OH2:21].[C:22]1([CH3:28])C=CC=C[CH:23]=1.CN([CH:32]=[O:33])C, predict the reaction product. The product is: [CH3:32][O:33][CH2:23][C@H:22]([CH3:28])[O:21][C:2]1[CH:3]=[C:4]([CH:7]=[C:8]([O:10][C:11]2[CH:16]=[CH:15][C:14]([S:17]([CH3:20])(=[O:19])=[O:18])=[CH:13][CH:12]=2)[CH:9]=1)[C:5]#[N:6]. (2) Given the reactants [F:1][C:2]1[CH:7]=[C:6]([F:8])[CH:5]=[CH:4][C:3]=1[N:9]1[C:16]2[C@@H:15]3[CH2:17][C@@H:14]3[CH2:13][C:12]=2[C:11]([C:18]([OH:20])=O)=[N:10]1.[NH2:21][CH:22]([C:25]1[CH:26]=[N:27][CH:28]=[CH:29][CH:30]=1)[CH2:23][OH:24], predict the reaction product. The product is: [OH:24][CH2:23][CH:22]([NH:21][C:18]([C:11]1[C:12]2[CH2:13][C@H:14]3[CH2:17][C@H:15]3[C:16]=2[N:9]([C:3]2[CH:4]=[CH:5][C:6]([F:8])=[CH:7][C:2]=2[F:1])[N:10]=1)=[O:20])[C:25]1[CH:26]=[N:27][CH:28]=[CH:29][CH:30]=1. (3) Given the reactants [C:1]([C:4]1[CH:5]=[C:6]([CH:10]=[CH:11][CH:12]=1)[C:7]([OH:9])=[O:8])(=[O:3])[CH3:2].[CH3:13][Si](C=[N+]=[N-])(C)C, predict the reaction product. The product is: [C:1]([C:4]1[CH:5]=[C:6]([C:7]([O:9][CH3:13])=[O:8])[CH:10]=[CH:11][CH:12]=1)(=[O:3])[CH3:2]. (4) Given the reactants [Cr](Cl)([O-])(=O)=O.[NH+]1C=CC=CC=1.[F:12][C:13]([F:25])([F:24])[C:14]1[CH:22]=[C:21]2[C:17]([CH:18]=[CH:19][CH:20]2[OH:23])=[CH:16][CH:15]=1.CCOCC, predict the reaction product. The product is: [F:12][C:13]([F:24])([F:25])[C:14]1[CH:22]=[C:21]2[C:17]([CH:18]=[CH:19][C:20]2=[O:23])=[CH:16][CH:15]=1.